This data is from Reaction yield outcomes from USPTO patents with 853,638 reactions. The task is: Predict the reaction yield, written as a fraction of the theoretical maximum amount of product (1.0 means a 100% yield; for example, 0.34 means a 34% yield). The reactants are [Cl:1][CH2:2][CH2:3][CH2:4][O:5][C:6]1[C:7]([O:19][CH3:20])=[CH:8][C:9]([N+:16]([O-])=O)=[C:10]([CH:15]=1)[C:11]([O:13][CH3:14])=[O:12]. The catalyst is CCOC(C)=O.[Pd]. The product is [NH2:16][C:9]1[CH:8]=[C:7]([O:19][CH3:20])[C:6]([O:5][CH2:4][CH2:3][CH2:2][Cl:1])=[CH:15][C:10]=1[C:11]([O:13][CH3:14])=[O:12]. The yield is 0.990.